From a dataset of Reaction yield outcomes from USPTO patents with 853,638 reactions. Predict the reaction yield, written as a fraction of the theoretical maximum amount of product (1.0 means a 100% yield; for example, 0.34 means a 34% yield). (1) The reactants are [H-].[Na+].[Br:3][C:4]1[CH:9]=[CH:8][C:7]([C:10]2[C:14]3[CH2:15][C:16]4[S:17][CH:18]=[CH:19][C:20]=4[C:13]=3[NH:12][N:11]=2)=[CH:6][CH:5]=1.[CH3:21][Si:22]([CH2:25][CH2:26][O:27][CH2:28]Cl)([CH3:24])[CH3:23]. The catalyst is C1COCC1. The product is [Br:3][C:4]1[CH:9]=[CH:8][C:7]([C:10]2[C:14]3[CH2:15][C:16]4[S:17][CH:18]=[CH:19][C:20]=4[C:13]=3[N:12]([CH2:28][O:27][CH2:26][CH2:25][Si:22]([CH3:24])([CH3:23])[CH3:21])[N:11]=2)=[CH:6][CH:5]=1. The yield is 0.690. (2) The reactants are [CH3:1][C:2]([CH2:8][CH:9]([CH3:11])[CH3:10])=[C:3]1[CH:7]=[CH:6][CH:5]=[CH:4]1.[CH3:12][Li].O. The catalyst is CCOCC. The product is [CH3:1][C:2]([C:3]1[CH2:7][CH:6]=[CH:5][CH:4]=1)([CH3:12])[CH2:8][CH:9]([CH3:11])[CH3:10]. The yield is 0.800. (3) The reactants are [Cl:1][C:2]1[C:3]([NH:8][C@@H:9]2[CH2:14][CH2:13][CH2:12][N:11]([C:15]([O:17][C:18]([CH3:21])([CH3:20])[CH3:19])=[O:16])[CH2:10]2)=[N:4][CH:5]=[CH:6][CH:7]=1.[N:22]1[C:30]2[C:25](=[N:26][CH:27]=[CH:28][CH:29]=2)[N:24]([C:31]2[CH:32]=[CH:33][C:34]([C:37](O)=[O:38])=[N:35][CH:36]=2)[N:23]=1. No catalyst specified. The product is [Cl:1][C:2]1[C:3]([N:8]([C:37]([C:34]2[CH:33]=[CH:32][C:31]([N:24]3[C:25]4=[N:26][CH:27]=[CH:28][CH:29]=[C:30]4[N:22]=[N:23]3)=[CH:36][N:35]=2)=[O:38])[C@@H:9]2[CH2:14][CH2:13][CH2:12][N:11]([C:15]([O:17][C:18]([CH3:21])([CH3:20])[CH3:19])=[O:16])[CH2:10]2)=[N:4][CH:5]=[CH:6][CH:7]=1. The yield is 0.520. (4) The reactants are [C:1]1([NH:7][S:8]([C:11]2[CH:12]=[C:13]3[C:17](=[CH:18][CH:19]=2)[NH:16][C:15](=[O:20])[CH2:14]3)(=[O:10])=[O:9])[CH:6]=[CH:5][CH:4]=[CH:3][CH:2]=1.[CH3:21][C:22]1[C:26]([C:27]([N:29]2[CH2:34][CH2:33][N:32]([CH3:35])[CH2:31][CH2:30]2)=[O:28])=[C:25]([CH3:36])[NH:24][C:23]=1[CH:37]=O. No catalyst specified. The product is [C:1]1([NH:7][S:8]([C:11]2[CH:12]=[C:13]3[C:17](=[CH:18][CH:19]=2)[NH:16][C:15](=[O:20])[C:14]3=[CH:37][C:23]2[NH:24][C:25]([CH3:36])=[C:26]([C:27]([N:29]3[CH2:30][CH2:31][N:32]([CH3:35])[CH2:33][CH2:34]3)=[O:28])[C:22]=2[CH3:21])(=[O:10])=[O:9])[CH:2]=[CH:3][CH:4]=[CH:5][CH:6]=1. The yield is 0.240. (5) The reactants are [Br:1][C:2]1[C:7]([CH2:8][OH:9])=[CH:6][CH:5]=[CH:4][N:3]=1.[H-].[Na+].[CH3:12]I. The catalyst is O1CCCC1. The product is [Br:1][C:2]1[C:7]([CH2:8][O:9][CH3:12])=[CH:6][CH:5]=[CH:4][N:3]=1. The yield is 0.980. (6) The reactants are [BH4-].[Na+].[Br:3][C:4]1[CH:24]=[C:7]2[N:8]=[C:9]([C:16]3[C:17]([CH3:23])=[N:18][N:19]([CH2:21]C)[CH:20]=3)[CH:10]=[C:11]([C:12]([F:15])([F:14])[F:13])[N:6]2[N:5]=1.Cl. The catalyst is C(O)C. The product is [Br:3][C:4]1[CH:24]=[C:7]2[NH:8][CH:9]([C:16]3[C:17]([CH3:23])=[N:18][N:19]([CH3:21])[CH:20]=3)[CH2:10][CH:11]([C:12]([F:13])([F:14])[F:15])[N:6]2[N:5]=1. The yield is 0.747. (7) The product is [C:1]([N:5]([CH3:18])[S:6]([C:9]1[CH:10]=[N:11][C:12]([Cl:15])=[CH:13][CH:14]=1)(=[O:7])=[O:8])([CH3:4])([CH3:2])[CH3:3]. The yield is 0.650. The reactants are [C:1]([NH:5][S:6]([C:9]1[CH:10]=[N:11][C:12]([Cl:15])=[CH:13][CH:14]=1)(=[O:8])=[O:7])([CH3:4])([CH3:3])[CH3:2].CI.[C:18]([O-])([O-])=O.[K+].[K+]. The catalyst is CC(C)=O.